This data is from hERG potassium channel inhibition data for cardiac toxicity prediction from Karim et al.. The task is: Regression/Classification. Given a drug SMILES string, predict its toxicity properties. Task type varies by dataset: regression for continuous values (e.g., LD50, hERG inhibition percentage) or binary classification for toxic/non-toxic outcomes (e.g., AMES mutagenicity, cardiotoxicity, hepatotoxicity). Dataset: herg_karim. (1) The result is 0 (non-blocker). The drug is COc1ccc2nccc(C(O)CN3CCC(NCc4ccc5c(c4)OCCO5)CC3)c2c1. (2) The molecule is C[C@H](c1nc2c(cnn2C2CCCC2)c(=O)[nH]1)N1CC(c2ncccn2)C1. The result is 0 (non-blocker). (3) The molecule is N#Cc1ccc2nc(Cc3ccc(Oc4ccccc4)cc3)[nH]c2c1. The result is 1 (blocker). (4) The drug is CN(CCN1CC2CN(CCCOc3ccc(F)cc3F)CC(C1)O2)S(=O)(=O)c1ccc(C#N)cc1. The result is 0 (non-blocker).